This data is from Reaction yield outcomes from USPTO patents with 853,638 reactions. The task is: Predict the reaction yield, written as a fraction of the theoretical maximum amount of product (1.0 means a 100% yield; for example, 0.34 means a 34% yield). (1) The reactants are Cl[C:2]1[C:7]2[C:8](=[O:22])[N:9](CC3C=CC(OC)=CC=3OC)[CH2:10][C:6]=2[C:5]([F:23])=[C:4]([NH:24][C@@H:25]2[CH2:30][CH2:29][CH2:28][CH2:27][C@@H:26]2[NH:31]C(=O)OC(C)(C)C)[N:3]=1.CC1(C)C(C)(C)OB([C:47]2[S:48][CH:49]=[CH:50][CH:51]=2)O1.C([O-])([O-])=O.[Na+].[Na+]. The catalyst is O1CCOCC1.O. The product is [NH2:31][C@H:26]1[CH2:27][CH2:28][CH2:29][CH2:30][C@H:25]1[NH:24][C:4]1[N:3]=[C:2]([C:47]2[S:48][CH:49]=[CH:50][CH:51]=2)[C:7]2[C:8](=[O:22])[NH:9][CH2:10][C:6]=2[C:5]=1[F:23]. The yield is 0.440. (2) The reactants are COC(C1C=CC(COC2C=CC=C3C=2C=C(S(O)(=O)=O)C=C3)=CC=1)=O.[O-:27][C:28]1[CH:37]=[C:36]2[C:31]([CH:32]=[CH:33][C:34]([S:38]([O-:41])(=[O:40])=[O:39])=[CH:35]2)=[CH:30][CH:29]=1.[Na+].[Na+].Cl[CH2:45][CH2:46][N:47]1[CH2:52][CH2:51][O:50][CH2:49][CH2:48]1. No catalyst specified. The product is [O:50]1[CH2:51][CH2:52][N:47]([CH2:46][CH2:45][O:27][C:28]2[CH:37]=[C:36]3[C:31]([CH:32]=[CH:33][C:34]([S:38]([OH:41])(=[O:39])=[O:40])=[CH:35]3)=[CH:30][CH:29]=2)[CH2:48][CH2:49]1. The yield is 0.450.